Dataset: Peptide-MHC class II binding affinity with 134,281 pairs from IEDB. Task: Regression. Given a peptide amino acid sequence and an MHC pseudo amino acid sequence, predict their binding affinity value. This is MHC class II binding data. (1) The MHC is HLA-DQA10103-DQB10603 with pseudo-sequence HLA-DQA10103-DQB10603. The peptide sequence is MFFVKNPTDTGHGTVHHHHHH. The binding affinity (normalized) is 0.211. (2) The peptide sequence is DVCGMFTNRSGSQQWR. The MHC is DRB1_0701 with pseudo-sequence DRB1_0701. The binding affinity (normalized) is 0.420. (3) The peptide sequence is FLIYITELLKKLQST. The MHC is DRB1_0301 with pseudo-sequence DRB1_0301. The binding affinity (normalized) is 0.225. (4) The peptide sequence is GELQIVDKIDAPFKI. The MHC is DRB4_0101 with pseudo-sequence DRB4_0103. The binding affinity (normalized) is 0.819. (5) The peptide sequence is AFKVAGTAANAAPAN. The MHC is DRB1_1001 with pseudo-sequence DRB1_1001. The binding affinity (normalized) is 0.840. (6) The peptide sequence is LVGPTPVNIIGRNILTQIGC. The MHC is HLA-DQA10501-DQB10201 with pseudo-sequence HLA-DQA10501-DQB10201. The binding affinity (normalized) is 0.0440. (7) The peptide sequence is ELKESWGAIWRIDTP. The MHC is HLA-DQA10501-DQB10301 with pseudo-sequence HLA-DQA10501-DQB10301. The binding affinity (normalized) is 0.430. (8) The MHC is DRB5_0101 with pseudo-sequence DRB5_0101. The peptide sequence is ESTGGAYDTYKSIPS. The binding affinity (normalized) is 0.247. (9) The peptide sequence is FTVQKGSDPKKLVLN. The MHC is DRB1_0101 with pseudo-sequence DRB1_0101. The binding affinity (normalized) is 0.377.